From a dataset of Catalyst prediction with 721,799 reactions and 888 catalyst types from USPTO. Predict which catalyst facilitates the given reaction. (1) Reactant: [OH:1][C:2]1[CH:3]=[CH:4][C:5]2[CH2:6][C@H:7]3[NH:18][CH2:17][CH2:16][C@@:13]4([C:14]=2[CH:15]=1)[C@H:8]3[CH2:9][CH2:10][CH2:11][CH2:12]4.[N+:19]([O-:22])(O)=[O:20].[CH:23]1[CH:28]=[CH:27][C:26]([CH2:29][O:30][C:31](Cl)=[O:32])=[CH:25][CH:24]=1.O. Product: [OH:1][C:2]1[C:3]([N+:19]([O-:22])=[O:20])=[CH:4][C:5]2[CH2:6][C@H:7]3[N:18]([C:31]([O:30][CH2:29][C:26]4[CH:27]=[CH:28][CH:23]=[CH:24][CH:25]=4)=[O:32])[CH2:17][CH2:16][C@@:13]4([C:14]=2[CH:15]=1)[C@H:8]3[CH2:9][CH2:10][CH2:11][CH2:12]4. The catalyst class is: 106. (2) Reactant: [CH2:1]([N:3]1[CH2:8][CH2:7][N:6](C(OC(C)(C)C)=O)[CH2:5][C:4]1=[O:16])[CH3:2].C(O)(C(F)(F)F)=O. Product: [CH2:1]([N:3]1[CH2:8][CH2:7][NH:6][CH2:5][C:4]1=[O:16])[CH3:2]. The catalyst class is: 2. (3) Reactant: [Br:1][C:2]1[CH:14]=[CH:13][C:12]([F:15])=[CH:11][C:3]=1[O:4][CH:5]1[CH2:10][CH2:9][NH:8][CH2:7][CH2:6]1.CCN(C(C)C)C(C)C.Br[C:26]1[S:30][C:29]([C:31]#[N:32])=[N:28][N:27]=1. Product: [Br:1][C:2]1[CH:14]=[CH:13][C:12]([F:15])=[CH:11][C:3]=1[O:4][CH:5]1[CH2:6][CH2:7][N:8]([C:26]2[S:30][C:29]([C:31]#[N:32])=[N:28][N:27]=2)[CH2:9][CH2:10]1. The catalyst class is: 12.